From a dataset of Catalyst prediction with 721,799 reactions and 888 catalyst types from USPTO. Predict which catalyst facilitates the given reaction. (1) Reactant: Cl[CH2:2][C:3]([NH:5][C@H:6]([C:16]1[CH:21]=[CH:20][C:19]([Cl:22])=[CH:18][CH:17]=1)[C@@H:7]([C:9]1[CH:14]=[CH:13][CH:12]=[C:11]([Cl:15])[CH:10]=1)[OH:8])=[O:4].[H-].[Na+].[Cl-].[NH4+].C(OCC)(=O)C. Product: [Cl:15][C:11]1[CH:10]=[C:9]([C@@H:7]2[C@@H:6]([C:16]3[CH:21]=[CH:20][C:19]([Cl:22])=[CH:18][CH:17]=3)[NH:5][C:3](=[O:4])[CH2:2][O:8]2)[CH:14]=[CH:13][CH:12]=1. The catalyst class is: 7. (2) Reactant: [CH2:1]([Li])[CH2:2][CH2:3][CH3:4].[C:6]1([S:12]([CH2:15][CH3:16])(=[O:14])=[O:13])[CH:11]=[CH:10][CH:9]=[CH:8][CH:7]=1.CN1CCCN(C)[C:19]1=[O:25].C(OC)(=[O:30])/C=C/C. Product: [CH3:19][O:25][C:1](=[O:30])[CH2:2][CH:3]([CH3:4])[CH:15]([S:12]([C:6]1[CH:11]=[CH:10][CH:9]=[CH:8][CH:7]=1)(=[O:14])=[O:13])[CH3:16]. The catalyst class is: 1. (3) The catalyst class is: 12. Reactant: O.C(=O)([O-])[O-].[Na+].[Na+].Br[C:9]1[CH:14]=[CH:13][C:12]([CH:15]([C:25]2[CH:30]=[CH:29][CH:28]=[CH:27][C:26]=2[CH3:31])[CH2:16][C:17]([C:19]2[CH:24]=[CH:23][N:22]=[N:21][CH:20]=2)=[O:18])=[CH:11][CH:10]=1.B([C:35]1[CH:43]=[CH:42][C:38]([C:39]([OH:41])=[O:40])=[CH:37][CH:36]=1)(O)O. Product: [O:18]=[C:17]([C:19]1[CH:24]=[CH:23][N:22]=[N:21][CH:20]=1)[CH2:16][CH:15]([C:12]1[CH:11]=[CH:10][C:9]([C:35]2[CH:43]=[CH:42][C:38]([C:39]([OH:41])=[O:40])=[CH:37][CH:36]=2)=[CH:14][CH:13]=1)[C:25]1[CH:30]=[CH:29][CH:28]=[CH:27][C:26]=1[CH3:31]. (4) Reactant: [Cl:1][C:2]1[CH:7]=[CH:6][C:5]([CH2:8][C@@H:9]([NH:29][C:30]([C@H:32]2[CH2:36][CH2:35][C@@H:34]([NH:37]C(OC(C)(C)C)=O)[CH2:33]2)=[O:31])[C:10]([N:12]2[CH2:17][CH2:16][CH:15]([C:18]3[CH:23]=[CH:22][CH:21]=[CH:20][C:19]=3[NH:24][S:25]([CH3:28])(=[O:27])=[O:26])[CH2:14][CH2:13]2)=[O:11])=[CH:4][CH:3]=1.C(O)(C(F)(F)F)=O. Product: [Cl:1][C:2]1[CH:3]=[CH:4][C:5]([CH2:8][C@@H:9]([NH:29][C:30]([C@H:32]2[CH2:36][CH2:35][C@@H:34]([NH2:37])[CH2:33]2)=[O:31])[C:10]([N:12]2[CH2:17][CH2:16][CH:15]([C:18]3[CH:23]=[CH:22][CH:21]=[CH:20][C:19]=3[NH:24][S:25]([CH3:28])(=[O:27])=[O:26])[CH2:14][CH2:13]2)=[O:11])=[CH:6][CH:7]=1. The catalyst class is: 2. (5) Reactant: C([O:3][C:4]([C@@H:6]1[CH2:8][C@H:7]1[C:9]([C:11]1[C:19]2[C:14](=[CH:15][CH:16]=[C:17]([F:20])[CH:18]=2)[NH:13][CH:12]=1)=[O:10])=[O:5])C.[OH-].[Na+]. Product: [F:20][C:17]1[CH:18]=[C:19]2[C:14](=[CH:15][CH:16]=1)[NH:13][CH:12]=[C:11]2[C:9]([C@@H:7]1[CH2:8][C@H:6]1[C:4]([OH:5])=[O:3])=[O:10]. The catalyst class is: 8. (6) Product: [C:2]1([CH:1]2[S:13][CH2:9][CH2:10][CH2:11][S:12]2)[CH:7]=[CH:6][CH:5]=[CH:4][CH:3]=1. Reactant: [CH:1](=O)[C:2]1[CH:7]=[CH:6][CH:5]=[CH:4][CH:3]=1.[CH2:9]([SH:13])[CH2:10][CH2:11][SH:12].B(F)(F)F.CCOCC.C(CCOC(CC1(CC(O)=O)CCCCC1)=O)#N. The catalyst class is: 2. (7) Reactant: [CH2:1]([CH:4]1[C:8](=O)[CH2:7][CH:6]([CH2:10][CH2:11][NH:12][C:13](=[O:19])[O:14][C:15]([CH3:18])([CH3:17])[CH3:16])[CH2:5]1)[CH:2]=[CH2:3].[C:20]([O-:23])(=O)[CH3:21].[NH4+:24].[C:25]([N+:29]#[C-])([CH3:28])([CH3:27])[CH3:26].FC(F)(F)[CH2:33][OH:34]. Product: [C:20]([NH:24][C@:8]1([C:33](=[O:34])[NH:29][C:25]([CH3:28])([CH3:27])[CH3:26])[CH:4]([CH2:1][CH:2]=[CH2:3])[CH2:5][C@H:6]([CH2:10][CH2:11][NH:12][C:13](=[O:19])[O:14][C:15]([CH3:18])([CH3:17])[CH3:16])[CH2:7]1)(=[O:23])[CH3:21]. The catalyst class is: 2.